This data is from Forward reaction prediction with 1.9M reactions from USPTO patents (1976-2016). The task is: Predict the product of the given reaction. (1) Given the reactants [CH3:1][S:2]([CH2:5][N:6]1[C:11](=[O:12])[CH2:10][O:9][C:8]2[N:13]=[C:14]([C:23]3[CH:28]=[CH:27][C:26]([C:29]4([NH:33]C(=O)OC(C)(C)C)[CH2:32][CH2:31][CH2:30]4)=[CH:25][CH:24]=3)[C:15]([C:17]3[CH:22]=[CH:21][CH:20]=[CH:19][CH:18]=3)=[CH:16][C:7]1=2)(=[O:4])=[O:3], predict the reaction product. The product is: [NH2:33][C:29]1([C:26]2[CH:27]=[CH:28][C:23]([C:14]3[C:15]([C:17]4[CH:18]=[CH:19][CH:20]=[CH:21][CH:22]=4)=[CH:16][C:7]4[N:6]([CH2:5][S:2]([CH3:1])(=[O:4])=[O:3])[C:11](=[O:12])[CH2:10][O:9][C:8]=4[N:13]=3)=[CH:24][CH:25]=2)[CH2:32][CH2:31][CH2:30]1. (2) Given the reactants Cl[C:2]1[C:11]2[C:6](=[CH:7][CH:8]=[C:9]([Cl:12])[N:10]=2)[N:5]=[CH:4][C:3]=1[C:13](=[O:15])[CH3:14].[C:16]([O:20][C:21](=[O:30])[NH:22][C@H:23]1[CH2:28][CH2:27][C@H:26]([NH2:29])[CH2:25][CH2:24]1)([CH3:19])([CH3:18])[CH3:17], predict the reaction product. The product is: [C:13]([C:3]1[CH:4]=[N:5][C:6]2[C:11]([C:2]=1[NH:29][C@H:26]1[CH2:27][CH2:28][C@H:23]([NH:22][C:21](=[O:30])[O:20][C:16]([CH3:18])([CH3:17])[CH3:19])[CH2:24][CH2:25]1)=[N:10][C:9]([Cl:12])=[CH:8][CH:7]=2)(=[O:15])[CH3:14]. (3) The product is: [C:1]([C:3]1[CH:8]=[CH:7][C:6]([CH2:9][O:10][S:19]([CH3:18])(=[O:21])=[O:20])=[C:5]([F:11])[CH:4]=1)#[CH:2]. Given the reactants [C:1]([C:3]1[CH:8]=[CH:7][C:6]([CH2:9][OH:10])=[C:5]([F:11])[CH:4]=1)#[CH:2].N1C=CC=CC=1.[CH3:18][S:19](O[S:19]([CH3:18])(=[O:21])=[O:20])(=[O:21])=[O:20], predict the reaction product. (4) Given the reactants [OH:1][CH:2]1[CH2:7][CH2:6][NH:5][CH2:4][CH2:3]1.Br[CH2:9][CH2:10][CH2:11][CH2:12][CH2:13]Br.[F:15][C:16]1[CH:21]=[CH:20][C:19]([CH2:22][C:23](Cl)=[O:24])=[CH:18][CH:17]=1.[CH2:26]([NH:28][CH2:29][CH3:30])[CH3:27], predict the reaction product. The product is: [CH2:26]([N:28]([CH2:29][CH3:30])[CH2:9][CH2:10][CH2:11][CH2:12][CH2:13][O:1][CH:2]1[CH2:7][CH2:6][N:5]([C:23](=[O:24])[CH2:22][C:19]2[CH:20]=[CH:21][C:16]([F:15])=[CH:17][CH:18]=2)[CH2:4][CH2:3]1)[CH3:27].